From a dataset of Forward reaction prediction with 1.9M reactions from USPTO patents (1976-2016). Predict the product of the given reaction. (1) The product is: [F:1][C:2]1[CH:7]=[CH:6][C:5]([C:8]2[O:9][C:10]3[CH:20]=[CH:19][C:18]([C:21]4[CH:26]=[C:25]([C:27](=[O:36])[NH:28][C:29]5([C:32]6[N:35]=[C:40]([CH3:41])[O:34][N:33]=6)[CH2:30][CH2:31]5)[C:24]([O:37][CH3:38])=[CH:23][C:22]=4[CH3:39])=[CH:17][C:11]=3[C:12]=2[C:13]([NH:15][CH3:16])=[O:14])=[CH:4][CH:3]=1. Given the reactants [F:1][C:2]1[CH:7]=[CH:6][C:5]([C:8]2[O:9][C:10]3[CH:20]=[CH:19][C:18]([C:21]4[CH:26]=[C:25]([C:27](=[O:36])[NH:28][C:29]5([C:32](=[NH:35])[NH:33][OH:34])[CH2:31][CH2:30]5)[C:24]([O:37][CH3:38])=[CH:23][C:22]=4[CH3:39])=[CH:17][C:11]=3[C:12]=2[C:13]([NH:15][CH3:16])=[O:14])=[CH:4][CH:3]=1.[C:40]1(C)C=CC=C[CH:41]=1, predict the reaction product. (2) Given the reactants [NH:1]([C:13](CCCC[C@H]1[C@@H]2[C@@H](NC(N2)=O)CS1)=[O:14])[CH2:2][C:3]([N:5]1[CH2:12][CH2:11][CH2:10][C@H:6]1[C:7]([OH:9])=[O:8])=[O:4].[CH3:28][C:29]([NH:31][CH:32]([C:39]([OH:41])=[O:40])[CH2:33][S:34][C:35]([NH:37][CH3:38])=[O:36])=[O:30].C1CN(C(CN)=O)[C@H](C(O)=O)C1.CC(NC(C(O)=O)CSC(NC)=O)=O.N(C(OCC1C=CC=CC=1)=O)CC(N1CCC[C@H]1C(NC1C=C2C(C(C)=CC(=O)O2)=CC=1)=O)=O.C1CN(C(CN)=O)[C@H](C(NC2C=CC3C(C(F)(F)F)=CC(OC=3C=2)=O)=O)C1, predict the reaction product. The product is: [NH:1]([CH:13]=[O:14])[CH2:2][C:3]([N:5]1[CH2:12][CH2:11][CH2:10][C@H:6]1[C:7]([OH:9])=[O:8])=[O:4].[CH3:28][C:29]([NH:31][CH:32]([C:39]([OH:41])=[O:40])[CH2:33][S:34][C:35]([NH:37][CH3:38])=[O:36])=[O:30]. (3) Given the reactants [CH3:1][C:2]1[CH:11]=[C:10]([CH3:12])[C:9]([C:13]2[NH:14][C:15]([C@@H:18]3[CH2:22][CH2:21][CH2:20][O:19]3)=[CH:16][N:17]=2)=[CH:8][C:3]=1[C:4]([O:6]C)=[O:5].[OH-].[Na+].CO, predict the reaction product. The product is: [CH3:1][C:2]1[CH:11]=[C:10]([CH3:12])[C:9]([C:13]2[NH:14][C:15]([C@@H:18]3[CH2:22][CH2:21][CH2:20][O:19]3)=[CH:16][N:17]=2)=[CH:8][C:3]=1[C:4]([OH:6])=[O:5]. (4) The product is: [F:16][C:3]1[C:2]([NH:1][CH2:27][C:19]2[CH:18]=[N:17][C:26]3[C:21]([CH:20]=2)=[CH:22][CH:23]=[CH:24][CH:25]=3)=[C:7]([F:8])[CH:6]=[CH:5][C:4]=1[NH:9][S:10]([CH2:13][CH2:14][CH3:15])(=[O:12])=[O:11]. Given the reactants [NH2:1][C:2]1[C:3]([F:16])=[C:4]([NH:9][S:10]([CH2:13][CH2:14][CH3:15])(=[O:12])=[O:11])[CH:5]=[CH:6][C:7]=1[F:8].[N:17]1[C:26]2[C:21](=[CH:22][CH:23]=[CH:24][CH:25]=2)[CH:20]=[C:19]([CH:27]=O)[CH:18]=1.FC(F)(F)C(O)=O.C([SiH](CC)CC)C, predict the reaction product. (5) Given the reactants [C:1]([O:5][C:6]([NH:8][C@H:9]1[CH2:14][C@@H:13]([CH2:15][OH:16])[CH2:12][N:11]([C:17]([O:19][CH2:20][C:21]2[CH:26]=[CH:25][CH:24]=[CH:23][CH:22]=2)=[O:18])[CH2:10]1)=[O:7])([CH3:4])([CH3:3])[CH3:2].N1C=CN=C1.[Si:32](Cl)([C:35]([CH3:38])([CH3:37])[CH3:36])([CH3:34])[CH3:33].CN(C1C=CC=CN=1)C, predict the reaction product. The product is: [C:1]([O:5][C:6]([NH:8][C@H:9]1[CH2:14][C@@H:13]([CH2:15][O:16][Si:32]([C:35]([CH3:38])([CH3:37])[CH3:36])([CH3:34])[CH3:33])[CH2:12][N:11]([C:17]([O:19][CH2:20][C:21]2[CH:22]=[CH:23][CH:24]=[CH:25][CH:26]=2)=[O:18])[CH2:10]1)=[O:7])([CH3:4])([CH3:2])[CH3:3]. (6) Given the reactants [Br:1][C:2]1[CH:7]=[CH:6][C:5](/[C:8](=[N:22]/[O:23][CH2:24][CH3:25])/[CH:9]2[CH2:14][CH2:13][N:12]([C:15]3([CH3:21])[CH2:20][CH2:19][NH:18][CH2:17][CH2:16]3)[CH2:11][CH2:10]2)=[CH:4][CH:3]=1.[N:26]1[C:35]2[CH:34]=[CH:33][CH:32]=[C:31]([C:36](O)=[O:37])[C:30]=2[CH:29]=[CH:28][CH:27]=1.CCN(CC)CC.CN(C(ON1N=NC2C=CC=NC1=2)=[N+](C)C)C.F[P-](F)(F)(F)(F)F, predict the reaction product. The product is: [Br:1][C:2]1[CH:7]=[CH:6][C:5](/[C:8](=[N:22]/[O:23][CH2:24][CH3:25])/[CH:9]2[CH2:10][CH2:11][N:12]([C:15]3([CH3:21])[CH2:20][CH2:19][N:18]([C:36]([C:31]4[CH:32]=[CH:33][CH:34]=[C:35]5[C:30]=4[CH:29]=[CH:28][CH:27]=[N:26]5)=[O:37])[CH2:17][CH2:16]3)[CH2:13][CH2:14]2)=[CH:4][CH:3]=1. (7) Given the reactants C(O[C:4]([C:6]1[C:7]([OH:27])=[C:8]2[C:16]([Cl:17])=[C:15]([Cl:18])[N:14]([C:19]3[CH:24]=[CH:23][C:22]([O:25][CH3:26])=[CH:21][CH:20]=3)[C:9]2=[C:10]([C:12]#[N:13])[N:11]=1)=[O:5])C.[NH2:28][CH2:29][C:30]([OH:32])=[O:31].C[O-].[Na+].CO, predict the reaction product. The product is: [Cl:18][C:15]1[N:14]([C:19]2[CH:24]=[CH:23][C:22]([O:25][CH3:26])=[CH:21][CH:20]=2)[C:9]2=[C:10]([C:12]#[N:13])[N:11]=[C:6]([C:4]([NH:28][CH2:29][C:30]([OH:32])=[O:31])=[O:5])[C:7]([OH:27])=[C:8]2[C:16]=1[Cl:17]. (8) Given the reactants [I:1]Cl.[Cl:3][C:4]1[CH:5]=[CH:6][C:7]2[N:8]([CH:10]=[C:11]([C:13]3[CH:17]=[CH:16][S:15][CH:14]=3)[N:12]=2)[N:9]=1.C(=O)(O)[O-].[Na+].S([O-])([O-])(=O)=S.[Na+].[Na+], predict the reaction product. The product is: [Cl:3][C:4]1[CH:5]=[CH:6][C:7]2[N:8]([C:10]([I:1])=[C:11]([C:13]3[CH:17]=[CH:16][S:15][CH:14]=3)[N:12]=2)[N:9]=1. (9) Given the reactants C(O[C:4](=[O:11])[C:5]1[CH:10]=[CH:9][CH:8]=[N:7][CH:6]=1)C.[F:12][C:13]1[CH:14]=[C:15]([CH2:19][C:20]#[N:21])[CH:16]=[CH:17][CH:18]=1, predict the reaction product. The product is: [F:12][C:13]1[CH:14]=[C:15]([CH2:19][C:4]([C:5]2[CH:6]=[N:7][CH:8]=[CH:9][CH:10]=2)=[O:11])[CH:16]=[CH:17][CH:18]=1.[F:12][C:13]1[CH:14]=[C:15]([CH2:19][CH:20]([NH2:21])[C:5]2[CH:6]=[N:7][CH:8]=[CH:9][CH:10]=2)[CH:16]=[CH:17][CH:18]=1. (10) The product is: [F:22][C:11]1[CH:12]=[N:13][C:14]2[C:19]([C:10]=1[CH2:9][CH2:8][N:6]1[CH2:5][C@H:4]([OH:23])[C@H:3]([CH2:2][NH:1][CH2:35][C:32]3[CH:33]=[CH:34][C:28]4[S:27][CH2:26][C:25](=[O:24])[NH:30][C:29]=4[N:31]=3)[CH2:7]1)=[N:18][C:17]([O:20][CH3:21])=[CH:16][CH:15]=2. Given the reactants [NH2:1][CH2:2][C@H:3]1[CH2:7][N:6]([CH2:8][CH2:9][C:10]2[C:19]3[C:14](=[CH:15][CH:16]=[C:17]([O:20][CH3:21])[N:18]=3)[N:13]=[CH:12][C:11]=2[F:22])[CH2:5][C@H:4]1[OH:23].[O:24]=[C:25]1[NH:30][C:29]2[N:31]=[C:32]([CH:35]=O)[CH:33]=[CH:34][C:28]=2[S:27][CH2:26]1.[BH-](OC(C)=O)(OC(C)=O)OC(C)=O.[Na+], predict the reaction product.